Dataset: CYP2D6 inhibition data for predicting drug metabolism from PubChem BioAssay. Task: Regression/Classification. Given a drug SMILES string, predict its absorption, distribution, metabolism, or excretion properties. Task type varies by dataset: regression for continuous measurements (e.g., permeability, clearance, half-life) or binary classification for categorical outcomes (e.g., BBB penetration, CYP inhibition). Dataset: cyp2d6_veith. The drug is O=C(CSCc1c(F)cccc1Cl)NCC1CCCO1. The result is 0 (non-inhibitor).